Dataset: Full USPTO retrosynthesis dataset with 1.9M reactions from patents (1976-2016). Task: Predict the reactants needed to synthesize the given product. (1) Given the product [C:14]([NH:13][C:11]([C:10]1[C:4]2[C:5](=[N:6][CH:7]=[C:2]([N:29]3[C:30]4[C:35](=[CH:34][CH:33]=[CH:32][CH:31]=4)[C:27]([Cl:26])=[N:28]3)[N:3]=2)[N:8]([CH2:18][O:19][CH2:20][CH2:21][Si:22]([CH3:25])([CH3:24])[CH3:23])[CH:9]=1)=[O:12])([CH3:17])([CH3:16])[CH3:15], predict the reactants needed to synthesize it. The reactants are: Br[C:2]1[N:3]=[C:4]2[C:10]([C:11]([NH:13][C:14]([CH3:17])([CH3:16])[CH3:15])=[O:12])=[CH:9][N:8]([CH2:18][O:19][CH2:20][CH2:21][Si:22]([CH3:25])([CH3:24])[CH3:23])[C:5]2=[N:6][CH:7]=1.[Cl:26][C:27]1[C:35]2[C:30](=[CH:31][CH:32]=[CH:33][CH:34]=2)[NH:29][N:28]=1.CC(C)([O-])C.[Na+]. (2) Given the product [CH2:19]([O:18][C:9]1[N:8]=[C:7]2[C:12]([N:13]=[C:14]([O:15][CH3:16])[N:6]2[CH2:5][CH2:4][CH2:3][CH2:2][NH:30][CH:27]2[CH2:28][CH2:29][N:24]([CH3:23])[CH2:25][CH2:26]2)=[C:11]([NH2:17])[N:10]=1)[CH2:20][CH2:21][CH3:22], predict the reactants needed to synthesize it. The reactants are: Br[CH2:2][CH2:3][CH2:4][CH2:5][N:6]1[C:14]([O:15][CH3:16])=[N:13][C:12]2[C:7]1=[N:8][C:9]([O:18][CH2:19][CH2:20][CH2:21][CH3:22])=[N:10][C:11]=2[NH2:17].[CH3:23][N:24]1[CH2:29][CH2:28][CH:27]([NH2:30])[CH2:26][CH2:25]1. (3) Given the product [Cl:1][C:2]1[CH:11]=[CH:10][C:9]([F:12])=[CH:8][C:3]=1[CH2:4][OH:5], predict the reactants needed to synthesize it. The reactants are: [Cl:1][C:2]1[CH:11]=[CH:10][C:9]([F:12])=[CH:8][C:3]=1[C:4](OC)=[O:5].[BH4-].[Na+].CO.O. (4) The reactants are: [NH2:1][C:2](=O)[C@@H:3]([NH:27][C:28]([C:30]1([NH:36][C:37](=[O:43])[O:38][C:39]([CH3:42])([CH3:41])[CH3:40])[CH2:35][CH2:34][O:33][CH2:32][CH2:31]1)=[O:29])[CH2:4][C:5]1[CH:10]=[CH:9][C:8]([C:11]2[CH:16]=[CH:15][C:14]([S:17]([N:20]3[CH2:25][CH2:24][N:23]([CH3:26])[CH2:22][CH2:21]3)(=[O:19])=[O:18])=[CH:13][CH:12]=2)=[CH:7][CH:6]=1.CC[N+](S(N=C(OC)[O-])(=O)=O)(CC)CC. Given the product [C:2]([C@@H:3]([NH:27][C:28]([C:30]1([NH:36][C:37](=[O:43])[O:38][C:39]([CH3:41])([CH3:40])[CH3:42])[CH2:35][CH2:34][O:33][CH2:32][CH2:31]1)=[O:29])[CH2:4][C:5]1[CH:6]=[CH:7][C:8]([C:11]2[CH:12]=[CH:13][C:14]([S:17]([N:20]3[CH2:25][CH2:24][N:23]([CH3:26])[CH2:22][CH2:21]3)(=[O:19])=[O:18])=[CH:15][CH:16]=2)=[CH:9][CH:10]=1)#[N:1], predict the reactants needed to synthesize it. (5) Given the product [C:1]([O:5][C:6](=[O:36])[C@@H:7]([CH2:29][C:30]1[CH:31]=[CH:32][CH:33]=[CH:34][CH:35]=1)[NH:8][C:9](=[O:28])[C:10](=[C:15]([C:22]1[CH:23]=[CH:24][CH:25]=[CH:26][CH:27]=1)[C:16]1[CH:17]=[CH:18][CH:19]=[CH:20][CH:21]=1)[N:11]([C:38]1[CH:39]=[CH:49][CH:41]=[CH:40][N:37]=1)[CH2:48][C:43]#[CH:44])([CH3:3])([CH3:2])[CH3:4], predict the reactants needed to synthesize it. The reactants are: [C:1]([O:5][C:6](=[O:36])[C@@H:7]([CH2:29][C:30]1[CH:35]=[CH:34][CH:33]=[CH:32][CH:31]=1)[NH:8][C:9](=[O:28])[C:10](=[C:15]([C:22]1[CH:27]=[CH:26][CH:25]=[CH:24][CH:23]=1)[C:16]1[CH:21]=[CH:20][CH:19]=[CH:18][CH:17]=1)[NH:11]NC#C)([CH3:4])([CH3:3])[CH3:2].[NH:37]([CH2:40][CH3:41])[CH2:38][CH3:39].I[C:43]1[CH:48]=CC=C[CH:44]=1.[CH3:49]N(C=O)C. (6) Given the product [NH2:1][C:2]1[C:7]([C:8]([N:10]2[CH2:15][CH2:14][CH:13]([N:16]3[CH2:28][CH2:27][CH2:26][C:18]4([C:22](=[O:23])[O:21][C:20]([CH3:25])([CH3:24])[CH2:19]4)[CH2:17]3)[CH2:12][CH2:11]2)=[O:9])=[CH:6][C:5]([C:30]2[CH:35]=[CH:34][CH:33]=[CH:32][CH:31]=2)=[CH:4][N:3]=1, predict the reactants needed to synthesize it. The reactants are: [NH2:1][C:2]1[C:7]([C:8]([N:10]2[CH2:15][CH2:14][CH:13]([N:16]3[CH2:28][CH2:27][CH2:26][C:18]4([C:22](=[O:23])[O:21][C:20]([CH3:25])([CH3:24])[CH2:19]4)[CH2:17]3)[CH2:12][CH2:11]2)=[O:9])=[CH:6][C:5](Br)=[CH:4][N:3]=1.[C:30]1(B(O)O)[CH:35]=[CH:34][CH:33]=[CH:32][CH:31]=1.C(OC(C)C)(C)C. (7) Given the product [Cl:1][C:2]1[CH:3]=[CH:4][CH:5]=[C:6]2[C:11]=1[C:10](/[C:12](=[N:36]/[OH:37])/[NH2:13])=[N:9][C:8]([C@@H:14]([NH:16][C:17]1[N:25]=[CH:24][N:23]=[C:22]3[C:18]=1[N:19]=[CH:20][N:21]3[CH2:26][C:27]1[CH:28]=[CH:29][C:30]([O:33][CH3:34])=[CH:31][CH:32]=1)[CH3:15])=[CH:7]2, predict the reactants needed to synthesize it. The reactants are: [Cl:1][C:2]1[CH:3]=[CH:4][CH:5]=[C:6]2[C:11]=1[C:10]([C:12]#[N:13])=[N:9][C:8]([C@@H:14]([NH:16][C:17]1[N:25]=[CH:24][N:23]=[C:22]3[C:18]=1[N:19]=[CH:20][N:21]3[CH2:26][C:27]1[CH:32]=[CH:31][C:30]([O:33][CH3:34])=[CH:29][CH:28]=1)[CH3:15])=[CH:7]2.Cl.[NH2:36][OH:37].[OH-].[Na+].O. (8) Given the product [CH3:24][O:25][C:1]([C:3]1([C:13]2[CH:18]=[CH:17][CH:16]=[CH:15][CH:14]=2)[CH2:8][CH2:7][CH:6]([NH:9][CH2:10][CH2:11][NH2:12])[CH2:5][CH2:4]1)=[O:20], predict the reactants needed to synthesize it. The reactants are: [C:1]([C:3]1([C:13]2[CH:18]=[CH:17][CH:16]=[CH:15][CH:14]=2)[CH2:8][CH2:7][CH:6]([NH:9][CH2:10][CH2:11][NH2:12])[CH2:5][CH2:4]1)#N.S(=O)(=O)(O)[OH:20].[CH3:24][OH:25].